From a dataset of Forward reaction prediction with 1.9M reactions from USPTO patents (1976-2016). Predict the product of the given reaction. (1) Given the reactants C([O-])([O-])=O.[Na+].[Na+].O.Br[C:9]1[CH:14]=[CH:13][CH:12]=[C:11]([F:15])[N:10]=1.[OH:16][CH2:17][C:18]1[CH:23]=[CH:22][C:21](B(O)O)=[CH:20][CH:19]=1, predict the reaction product. The product is: [F:15][C:11]1[N:10]=[C:9]([C:21]2[CH:22]=[CH:23][C:18]([CH2:17][OH:16])=[CH:19][CH:20]=2)[CH:14]=[CH:13][CH:12]=1. (2) Given the reactants C1[C@@H](O)[C@@H](O)[C@H](O)C[C@@]1(C(O)=O)O.[NH:14]1[CH2:16][CH2:15]1.[C:17]([O:21][C:22](O[C:22]([O:21][C:17]([CH3:20])([CH3:19])[CH3:18])=[O:23])=[O:23])([CH3:20])([CH3:19])[CH3:18], predict the reaction product. The product is: [C:22]([N:14]1[CH2:16][CH2:15]1)([O:21][C:17]([CH3:20])([CH3:19])[CH3:18])=[O:23]. (3) The product is: [NH2:1][C:2]1[N:17]=[CH:16][C:15]([C:27]2[CH:26]=[CH:25][C:24]([N:19]3[CH:23]=[CH:22][CH:21]=[N:20]3)=[CH:29][CH:28]=2)=[CH:14][C:3]=1[C:4]([NH:6][C:7]1[CH:12]=[CH:11][N:10]=[CH:9][C:8]=1[CH3:13])=[O:5]. Given the reactants [NH2:1][C:2]1[N:17]=[CH:16][C:15](Br)=[CH:14][C:3]=1[C:4]([NH:6][C:7]1[CH:12]=[CH:11][N:10]=[CH:9][C:8]=1[CH3:13])=[O:5].[N:19]1([C:24]2[CH:29]=[CH:28][C:27](B(O)O)=[CH:26][CH:25]=2)[CH:23]=[CH:22][CH:21]=[N:20]1, predict the reaction product. (4) Given the reactants I[C:2]1[CH:7]=[C:6]([C:8]2[CH:13]=[CH:12][N:11]=[CH:10][CH:9]=2)[N:5]=[N:4][C:3]=1[O:14][CH3:15].[C:16]([O:20][C:21]([N:23]1[C:31]2[C:26](=[CH:27][CH:28]=[CH:29][CH:30]=2)[CH:25]=[C:24]1B(O)O)=[O:22])([CH3:19])([CH3:18])[CH3:17].C(=O)([O-])[O-].[K+].[K+].C1(P(C2C=CC=CC=2)C2C=CC=CC=2)C=CC=CC=1, predict the reaction product. The product is: [C:16]([O:20][C:21]([N:23]1[C:31]2[C:26](=[CH:27][CH:28]=[CH:29][CH:30]=2)[CH:25]=[C:24]1[C:2]1[CH:7]=[C:6]([C:8]2[CH:13]=[CH:12][N:11]=[CH:10][CH:9]=2)[N:5]=[N:4][C:3]=1[O:14][CH3:15])=[O:22])([CH3:19])([CH3:17])[CH3:18].